Task: Predict the product of the given reaction.. Dataset: Forward reaction prediction with 1.9M reactions from USPTO patents (1976-2016) (1) Given the reactants Cl[C:2]1[CH:3]=[C:4]2[C:9](=[CH:10][N:11]=1)[N:8]=[C:7]([C:12]1[CH:17]=[CH:16][CH:15]=[CH:14][C:13]=1[Cl:18])[CH:6]=[CH:5]2.[CH:19]1([C:22]([NH2:24])=[O:23])[CH2:21][CH2:20]1.C1(P(C2C=CC=CC=2)C2C3OC4C(=CC=CC=4P(C4C=CC=CC=4)C4C=CC=CC=4)C(C)(C)C=3C=CC=2)C=CC=CC=1.C(=O)([O-])[O-].[Cs+].[Cs+], predict the reaction product. The product is: [Cl:18][C:13]1[CH:14]=[CH:15][CH:16]=[CH:17][C:12]=1[C:7]1[CH:6]=[CH:5][C:4]2[C:9](=[CH:10][N:11]=[C:2]([NH:24][C:22]([CH:19]3[CH2:21][CH2:20]3)=[O:23])[CH:3]=2)[N:8]=1. (2) Given the reactants [OH:1][CH2:2][CH2:3][C:4]1[C:9]([CH2:10][CH2:11][OH:12])=[CH:8][CH:7]=[CH:6][C:5]=1[O:13][CH3:14].C(N(CC)CC)C.[CH3:22][S:23](Cl)(=[O:25])=[O:24], predict the reaction product. The product is: [CH3:22][S:23]([O:1][CH2:2][CH2:3][C:4]1[C:9]([CH2:10][CH2:11][O:12][S:23]([CH3:22])(=[O:25])=[O:24])=[CH:8][CH:7]=[CH:6][C:5]=1[O:13][CH3:14])(=[O:25])=[O:24].